This data is from Peptide-MHC class I binding affinity with 185,985 pairs from IEDB/IMGT. The task is: Regression. Given a peptide amino acid sequence and an MHC pseudo amino acid sequence, predict their binding affinity value. This is MHC class I binding data. (1) The peptide sequence is RPVFSSPPS. The MHC is HLA-B51:01 with pseudo-sequence HLA-B51:01. The binding affinity (normalized) is 0.0490. (2) The peptide sequence is MMHASTSPF. The MHC is HLA-B40:13 with pseudo-sequence HLA-B40:13. The binding affinity (normalized) is 0.360. (3) The peptide sequence is RLASYGLYY. The MHC is HLA-A01:01 with pseudo-sequence HLA-A01:01. The binding affinity (normalized) is 0.834. (4) The peptide sequence is YTAVVPLVR. The MHC is HLA-B58:01 with pseudo-sequence HLA-B58:01. The binding affinity (normalized) is 0. (5) The peptide sequence is YRVRNVQTL. The binding affinity (normalized) is 0.0847. The MHC is HLA-A26:01 with pseudo-sequence HLA-A26:01. (6) The peptide sequence is RPKQRRPQGL. The MHC is HLA-B07:02 with pseudo-sequence HLA-B07:02. The binding affinity (normalized) is 0.470. (7) The peptide sequence is DISPTNIPL. The MHC is HLA-B40:01 with pseudo-sequence HLA-B40:01. The binding affinity (normalized) is 0.0847.